This data is from NCI-60 drug combinations with 297,098 pairs across 59 cell lines. The task is: Regression. Given two drug SMILES strings and cell line genomic features, predict the synergy score measuring deviation from expected non-interaction effect. Drug 1: C1CC(=O)NC(=O)C1N2CC3=C(C2=O)C=CC=C3N. Drug 2: C1CCC(C(C1)N)N.C(=O)(C(=O)[O-])[O-].[Pt+4]. Cell line: MCF7. Synergy scores: CSS=32.0, Synergy_ZIP=-7.26, Synergy_Bliss=-3.16, Synergy_Loewe=-36.0, Synergy_HSA=-0.604.